This data is from Reaction yield outcomes from USPTO patents with 853,638 reactions. The task is: Predict the reaction yield, written as a fraction of the theoretical maximum amount of product (1.0 means a 100% yield; for example, 0.34 means a 34% yield). (1) The reactants are [Br:1][C:2]1[N:3]=[C:4]2[CH:10]=[CH:9][NH:8][C:5]2=[N:6][CH:7]=1.[H-].[Na+].[CH3:13][Si:14]([CH2:17][CH2:18][O:19][CH2:20]Cl)([CH3:16])[CH3:15]. The catalyst is CN(C=O)C. The product is [Br:1][C:2]1[N:3]=[C:4]2[CH:10]=[CH:9][N:8]([CH2:20][O:19][CH2:18][CH2:17][Si:14]([CH3:16])([CH3:15])[CH3:13])[C:5]2=[N:6][CH:7]=1. The yield is 0.800. (2) The catalyst is C1COCC1.O. The product is [Br:19][C:16]1[CH:17]=[CH:18][C:13]([C@@H:11]([N:7]2[CH2:8][CH2:9][CH2:10][C@@:4]([CH2:1][CH2:2][OH:31])([C:21]3[CH:22]=[CH:23][CH:24]=[CH:25][CH:26]=3)[NH:5][C:6]2=[O:20])[CH3:12])=[CH:14][CH:15]=1. The yield is 0.370. The reactants are [CH2:1]([C@@:4]1([C:21]2[CH:26]=[CH:25][CH:24]=[CH:23][CH:22]=2)[CH2:10][CH2:9][CH2:8][N:7]([C@H:11]([C:13]2[CH:18]=[CH:17][C:16]([Br:19])=[CH:15][CH:14]=2)[CH3:12])[C:6](=[O:20])[NH:5]1)[CH:2]=C.CC([OH:31])(C)C. (3) The reactants are Cl[C:2]1[CH:7]=[CH:6][C:5]([N+:8]([O-:10])=[O:9])=[CH:4][N:3]=1.[CH:11]1([OH:16])[CH2:15][CH2:14][CH2:13][CH2:12]1.[H-].[Na+]. The catalyst is C1COCC1. The product is [CH:11]1([O:16][C:2]2[CH:7]=[CH:6][C:5]([N+:8]([O-:10])=[O:9])=[CH:4][N:3]=2)[CH2:15][CH2:14][CH2:13][CH2:12]1. The yield is 0.0400.